This data is from Forward reaction prediction with 1.9M reactions from USPTO patents (1976-2016). The task is: Predict the product of the given reaction. (1) Given the reactants [CH2:1]([C:3]1[CH:4]=[CH:5][C:6]([CH2:9][CH2:10][O:11][C:12]2[CH:20]=[CH:19][C:15]([C:16]([OH:18])=O)=[CH:14][CH:13]=2)=[N:7][CH:8]=1)[CH3:2].[OH:21][C:22]12[CH2:31][CH:26]3[CH2:27][CH:28]([CH2:30][CH:24]([CH:25]3[NH:32][CH3:33])[CH2:23]1)[CH2:29]2, predict the reaction product. The product is: [CH2:1]([C:3]1[CH:4]=[CH:5][C:6]([CH2:9][CH2:10][O:11][C:12]2[CH:13]=[CH:14][C:15]([C:16]([N:32]([CH:25]3[CH:26]4[CH2:27][CH:28]5[CH2:29][C:22]([OH:21])([CH2:23][CH:24]3[CH2:30]5)[CH2:31]4)[CH3:33])=[O:18])=[CH:19][CH:20]=2)=[N:7][CH:8]=1)[CH3:2]. (2) Given the reactants [Br:1][C:2]1[C:3]([F:22])=[CH:4][C:5]2[O:15][CH2:14][C:13](=[O:16])[C:12]3[S:11][C:10]([C:17]([O:19][CH2:20][CH3:21])=[O:18])=[N:9][C:8]=3[C:6]=2[CH:7]=1.[CH:23]([Mg]Br)([CH3:25])[CH3:24].OC1(C)C2SC(C(N)=O)=NC=2C2C=C(C#CC(O)(C)C)C=CC=2OC1, predict the reaction product. The product is: [Br:1][C:2]1[C:3]([F:22])=[CH:4][C:5]2[O:15][CH2:14][C:13]([OH:16])([CH:23]([CH3:25])[CH3:24])[C:12]3[S:11][C:10]([C:17]([O:19][CH2:20][CH3:21])=[O:18])=[N:9][C:8]=3[C:6]=2[CH:7]=1. (3) Given the reactants [F:1][C:2]1[CH:3]=[C:4]([CH2:9][C@H:10]([NH:32][C:33](=[O:35])[CH3:34])[C@H:11]([OH:31])[CH2:12][NH:13][C:14]2([C:24]3[CH:29]=[CH:28][CH:27]=[C:26](I)[CH:25]=3)[CH2:22][CH2:21][C:20]3[C:16](=[CH:17][N:18]([CH3:23])[N:19]=3)[CH2:15]2)[CH:5]=[C:6]([F:8])[CH:7]=1.[S:36]1[CH:40]=[CH:39][C:38](B(O)O)=[CH:37]1.C(=O)([O-])[O-].[Na+].[Na+], predict the reaction product. The product is: [F:1][C:2]1[CH:3]=[C:4]([CH2:9][C@H:10]([NH:32][C:33](=[O:35])[CH3:34])[C@H:11]([OH:31])[CH2:12][NH:13][C:14]2([C:24]3[CH:29]=[CH:28][CH:27]=[C:26]([C:38]4[CH:39]=[CH:40][S:36][CH:37]=4)[CH:25]=3)[CH2:22][CH2:21][C:20]3[C:16](=[CH:17][N:18]([CH3:23])[N:19]=3)[CH2:15]2)[CH:5]=[C:6]([F:8])[CH:7]=1.[F:1][C:2]1[CH:3]=[C:4]([CH2:9][C@H:10]([NH:32][C:33](=[O:35])[CH3:34])[C@H:11]([OH:31])[CH2:12][NH:13][C:14]2([C:24]3[CH:25]=[CH:26][CH:27]=[CH:28][CH:29]=3)[CH2:22][CH2:21][C:20]3[C:16](=[CH:17][N:18]([CH3:23])[N:19]=3)[CH2:15]2)[CH:5]=[C:6]([F:8])[CH:7]=1. (4) Given the reactants C([O-])([O-])=O.[Cs+].[Cs+].[N:7]1[C:16]2[C:11](=[CH:12][CH:13]=[CH:14][CH:15]=2)[N:10]=[CH:9][C:8]=1[N:17]1[CH2:48][CH2:47][C:20]2([N:25]([CH2:26][C:27]3[CH:35]=[CH:34][CH:33]=[C:32]4[C:28]=3[CH:29]=[CH:30][N:31]4S(C3C=CC(C)=CC=3)(=O)=O)[C:24](=[O:46])[CH2:23][CH2:22][CH2:21]2)[CH2:19][CH2:18]1, predict the reaction product. The product is: [NH:31]1[C:32]2[C:28](=[C:27]([CH2:26][N:25]3[C:20]4([CH2:19][CH2:18][N:17]([C:8]5[CH:9]=[N:10][C:11]6[C:16](=[CH:15][CH:14]=[CH:13][CH:12]=6)[N:7]=5)[CH2:48][CH2:47]4)[CH2:21][CH2:22][CH2:23][C:24]3=[O:46])[CH:35]=[CH:34][CH:33]=2)[CH:29]=[CH:30]1. (5) Given the reactants [Cl:1][C:2]1[C:28]([C:29]2([C:32]#[N:33])[CH2:31][CH2:30]2)=[CH:27][CH:26]=[CH:25][C:3]=1[C:4]([NH:6][C:7]1[CH:12]=[C:11]([O:13][C:14]2[CH:19]=[CH:18][C:17]([N+:20]([O-])=O)=[CH:16][N:15]=2)[C:10]([F:23])=[CH:9][C:8]=1[F:24])=[O:5].[Cl-].[Ca+2].[Cl-].O.[OH-].[Na+], predict the reaction product. The product is: [NH2:20][C:17]1[CH:18]=[CH:19][C:14]([O:13][C:11]2[C:10]([F:23])=[CH:9][C:8]([F:24])=[C:7]([NH:6][C:4](=[O:5])[C:3]3[CH:25]=[CH:26][CH:27]=[C:28]([C:29]4([C:32]#[N:33])[CH2:30][CH2:31]4)[C:2]=3[Cl:1])[CH:12]=2)=[N:15][CH:16]=1. (6) Given the reactants [Cl:1][C:2]1[CH:3]=[C:4]([NH:10][C:11](=[O:20])[C:12](=[O:19])[CH:13]2[CH2:18][CH2:17][CH2:16][CH2:15][CH2:14]2)[CH:5]=[CH:6][C:7]=1[C:8]#[N:9].[CH3:21][O:22][C:23](=[O:32])[C:24]1[CH:29]=[CH:28][C:27]([C:30]#[CH:31])=[CH:26][CH:25]=1.C([N-]C(C)C)(C)C.[Li+], predict the reaction product. The product is: [Cl:1][C:2]1[CH:3]=[C:4]([NH:10][C:11](=[O:20])[C:12]([C:31]#[C:30][C:27]2[CH:28]=[CH:29][C:24]([C:23]([O:22][CH3:21])=[O:32])=[CH:25][CH:26]=2)([OH:19])[CH:13]2[CH2:14][CH2:15][CH2:16][CH2:17][CH2:18]2)[CH:5]=[CH:6][C:7]=1[C:8]#[N:9].